Dataset: NCI-60 drug combinations with 297,098 pairs across 59 cell lines. Task: Regression. Given two drug SMILES strings and cell line genomic features, predict the synergy score measuring deviation from expected non-interaction effect. Drug 1: CCC1=CC2CC(C3=C(CN(C2)C1)C4=CC=CC=C4N3)(C5=C(C=C6C(=C5)C78CCN9C7C(C=CC9)(C(C(C8N6C)(C(=O)OC)O)OC(=O)C)CC)OC)C(=O)OC.C(C(C(=O)O)O)(C(=O)O)O. Drug 2: CC1C(C(CC(O1)OC2CC(CC3=C2C(=C4C(=C3O)C(=O)C5=C(C4=O)C(=CC=C5)OC)O)(C(=O)C)O)N)O.Cl. Cell line: NCI/ADR-RES. Synergy scores: CSS=7.62, Synergy_ZIP=2.48, Synergy_Bliss=9.22, Synergy_Loewe=7.76, Synergy_HSA=7.76.